This data is from Forward reaction prediction with 1.9M reactions from USPTO patents (1976-2016). The task is: Predict the product of the given reaction. (1) Given the reactants [CH2:1]([O:8][C:9]1[C:14](=[O:15])[N:13]([CH3:16])[C:12]([CH:17]=[O:18])=[C:11]([Br:19])[CH:10]=1)[C:2]1[CH:7]=[CH:6][CH:5]=[CH:4][CH:3]=1.[CH2:20]([Mg]Cl)[C:21]1[CH:26]=[CH:25][CH:24]=[CH:23][CH:22]=1, predict the reaction product. The product is: [CH2:1]([O:8][C:9]1[C:14](=[O:15])[N:13]([CH3:16])[C:12]([CH:17]([OH:18])[CH2:20][C:21]2[CH:26]=[CH:25][CH:24]=[CH:23][CH:22]=2)=[C:11]([Br:19])[CH:10]=1)[C:2]1[CH:3]=[CH:4][CH:5]=[CH:6][CH:7]=1. (2) Given the reactants [Cl:1][C:2]1[CH:3]=[CH:4][C:5]([N+:18]([O-:20])=[O:19])=[C:6]([C:8]2[C:13]([O:14][CH3:15])=[CH:12][N:11]=[C:10]([O:16]C)[CH:9]=2)[CH:7]=1.Cl.[NH+]1C=CC=CC=1, predict the reaction product. The product is: [Cl:1][C:2]1[CH:3]=[CH:4][C:5]([N+:18]([O-:20])=[O:19])=[C:6]([C:8]2[C:13]([O:14][CH3:15])=[CH:12][NH:11][C:10](=[O:16])[CH:9]=2)[CH:7]=1. (3) Given the reactants [CH2:1]([C:3]1[S:37][C:6]2[N:7]([CH2:22][C:23]3[CH:28]=[CH:27][C:26]([C:29]4[C:30]([C:35]#[N:36])=[CH:31][CH:32]=[CH:33][CH:34]=4)=[CH:25][CH:24]=3)[C:8](=[O:21])[N:9]([CH2:12][CH2:13][N:14]3[CH:18]=[CH:17][N:16]=[C:15]3[CH2:19][OH:20])[C:10](=[O:11])[C:5]=2[CH:4]=1)[CH3:2].CI.[H-].[Na+].[Cl-].[OH:43][NH3+:44].[C:45](=[O:48])([O-])O.[Na+].[CH3:50]S(C)=O, predict the reaction product. The product is: [CH2:1]([C:3]1[S:37][C:6]2[N:7]([CH2:22][C:23]3[CH:28]=[CH:27][C:26]([C:29]4[CH:34]=[CH:33][CH:32]=[CH:31][C:30]=4[C:35]4[NH:36][C:45](=[O:48])[O:43][N:44]=4)=[CH:25][CH:24]=3)[C:8](=[O:21])[N:9]([CH2:12][CH2:13][N:14]3[CH:18]=[CH:17][N:16]=[C:15]3[CH2:19][O:20][CH3:50])[C:10](=[O:11])[C:5]=2[CH:4]=1)[CH3:2].